Predict the product of the given reaction. From a dataset of Forward reaction prediction with 1.9M reactions from USPTO patents (1976-2016). (1) The product is: [CH3:20][O:19][CH2:18][CH2:17][N:12]([C:9]1[CH:10]=[C:11]2[C:6](=[CH:7][CH:8]=1)[CH:5]=[N:4][CH:3]=[C:2]2[C:30]1[CH:29]=[CH:28][C:27]([C:25]2[CH:24]=[N:23][N:22]([CH3:21])[CH:26]=2)=[CH:32][CH:31]=1)[S:13]([CH3:16])(=[O:15])=[O:14]. Given the reactants Cl[C:2]1[C:11]2[C:6](=[CH:7][CH:8]=[C:9]([N:12]([CH2:17][CH2:18][O:19][CH3:20])[S:13]([CH3:16])(=[O:15])=[O:14])[CH:10]=2)[CH:5]=[N:4][CH:3]=1.[CH3:21][N:22]1[CH:26]=[C:25]([C:27]2[CH:32]=[CH:31][C:30](B3OC(C)(C)C(C)(C)O3)=[CH:29][CH:28]=2)[CH:24]=[N:23]1.C([O-])([O-])=O.[Na+].[Na+], predict the reaction product. (2) Given the reactants [NH:1]1[CH2:6][CH2:5][C:4]2([C:11]3[S:12][CH:13]=[CH:14][C:10]=3[CH2:9][CH2:8][O:7]2)[CH2:3][CH2:2]1.C(=O)(OC(C)(C)C)[O:16][C:17]([O:19][C:20]([CH3:23])([CH3:22])[CH3:21])=O.[Cl-].[Na+], predict the reaction product. The product is: [N:1]1([C:17]([O:19][C:20]([CH3:23])([CH3:22])[CH3:21])=[O:16])[CH2:2][CH2:3][C:4]2([C:11]3[S:12][CH:13]=[CH:14][C:10]=3[CH2:9][CH2:8][O:7]2)[CH2:5][CH2:6]1. (3) Given the reactants [F:1][C:2]1[C:3]([C:9]2[CH:14]=[C:13]([NH:15][C:16]3[CH:21]=[CH:20][N:19]=[C:18]4[CH:22]=[N:23][NH:24][C:17]=34)[C:12]([CH3:25])=[CH:11][N:10]=2)=[N:4][C:5]([CH3:8])=[CH:6][CH:7]=1.C([O-])([O-])=O.[Cs+].[Cs+].[CH3:32][CH:33]1[CH2:35][O:34]1, predict the reaction product. The product is: [F:1][C:2]1[C:3]([C:9]2[CH:14]=[C:13]([NH:15][C:16]3[C:17]4[C:18](=[CH:22][N:23]([CH2:32][C@@H:33]([OH:34])[CH3:35])[N:24]=4)[N:19]=[CH:20][CH:21]=3)[C:12]([CH3:25])=[CH:11][N:10]=2)=[N:4][C:5]([CH3:8])=[CH:6][CH:7]=1.